From a dataset of Catalyst prediction with 721,799 reactions and 888 catalyst types from USPTO. Predict which catalyst facilitates the given reaction. (1) Reactant: [Br:1][C:2]1[CH:3]=[C:4]2[C:9](=[CH:10][CH:11]=1)[N:8]=[C:7](O)[C:6]([CH2:13][CH2:14][CH:15]1[CH2:20][CH2:19][N:18](C(OC(C)(C)C)=O)[CH2:17][CH2:16]1)=C2O.O=P(Cl)(Cl)[Cl:31].[NH4+].[OH-].[CH2:36]([Cl:38])Cl. Product: [Br:1][C:2]1[CH:3]=[C:4]2[C:9](=[CH:10][CH:11]=1)[N:8]=[C:7]([Cl:31])[C:6]([CH2:13][CH2:14][CH:15]1[CH2:20][CH2:19][NH:18][CH2:17][CH2:16]1)=[C:36]2[Cl:38]. The catalyst class is: 47. (2) Reactant: [O:1]=[C:2]1[C:6]([C:13]2[CH:18]=[CH:17][CH:16]=[CH:15][CH:14]=2)([C:7]2[CH:12]=[CH:11][CH:10]=[CH:9][CH:8]=2)[CH2:5][CH2:4][N:3]1[CH2:19][C:20]([OH:22])=O.CN(C)C=O.C(Cl)(=O)C([Cl:31])=O. Product: [O:1]=[C:2]1[C:6]([C:13]2[CH:18]=[CH:17][CH:16]=[CH:15][CH:14]=2)([C:7]2[CH:12]=[CH:11][CH:10]=[CH:9][CH:8]=2)[CH2:5][CH2:4][N:3]1[CH2:19][C:20]([Cl:31])=[O:22]. The catalyst class is: 4. (3) Reactant: C(OC([N:8]1[CH2:13][CH2:12][N:11]([C:14]2[CH:15]=[N:16][C:17]([O:20][CH2:21][C:22]3[CH:27]=[CH:26][C:25]([CH:28]4[CH2:33][CH2:32][CH2:31][CH2:30][CH2:29]4)=[C:24]([C:34]([F:37])([F:36])[F:35])[CH:23]=3)=[CH:18][CH:19]=2)[CH2:10][CH2:9]1)=O)(C)(C)C.FC(F)(F)C(O)=O.[C:45]([O:49][C:50]([CH3:53])([CH3:52])[CH3:51])(=[O:48])[CH:46]=[CH2:47].CCN(C(C)C)C(C)C.C([O-])(O)=O.[Na+]. Product: [C:50]([O:49][C:45](=[O:48])[CH2:46][CH2:47][N:8]1[CH2:13][CH2:12][N:11]([C:14]2[CH:15]=[N:16][C:17]([O:20][CH2:21][C:22]3[CH:27]=[CH:26][C:25]([CH:28]4[CH2:29][CH2:30][CH2:31][CH2:32][CH2:33]4)=[C:24]([C:34]([F:37])([F:35])[F:36])[CH:23]=3)=[CH:18][CH:19]=2)[CH2:10][CH2:9]1)([CH3:53])([CH3:52])[CH3:51]. The catalyst class is: 61.